From a dataset of Reaction yield outcomes from USPTO patents with 853,638 reactions. Predict the reaction yield, written as a fraction of the theoretical maximum amount of product (1.0 means a 100% yield; for example, 0.34 means a 34% yield). (1) The catalyst is C1COCC1.CO.O. The product is [C:1]([NH:4][C:5]1[S:6][C:7]([CH2:10][N:11]2[CH2:12][CH2:13][CH:14]([C:17]3[CH:18]=[CH:19][C:20]([C:21]([OH:23])=[O:22])=[CH:26][CH:27]=3)[CH2:15][CH2:16]2)=[CH:8][N:9]=1)(=[O:3])[CH3:2]. The reactants are [C:1]([NH:4][C:5]1[S:6][C:7]([CH2:10][N:11]2[CH2:16][CH2:15][CH:14]([C:17]3[CH:27]=[CH:26][C:20]([C:21]([O:23]CC)=[O:22])=[CH:19][CH:18]=3)[CH2:13][CH2:12]2)=[CH:8][N:9]=1)(=[O:3])[CH3:2].C(OC(N1CC=C(C2C=CC(C(OCC)=O)=CC=2)CC1)=O)(C)(C)C.C(C1SC(NC(=O)C)=NC=1)=O.O[Li].O.C(O)(=O)CC(CC(O)=O)(C(O)=O)O. The yield is 0.260. (2) The reactants are [C:1]([C:5]1[CH:12]=[CH:11][C:10]([N+:13]([O-])=O)=[CH:9][C:6]=1[C:7]#[N:8])([CH3:4])([CH3:3])[CH3:2].C([O-])=O.[NH4+]. The yield is 0.910. The product is [C:1]([C:5]1[CH:12]=[CH:11][C:10]([NH2:13])=[CH:9][C:6]=1[C:7]#[N:8])([CH3:4])([CH3:2])[CH3:3]. The catalyst is CCO.[Pd]. (3) The reactants are [Cl:1][C:2]1[CH:7]=[C:6]([Cl:8])[CH:5]=[CH:4][C:3]=1[C:9]1[N:10]=[C:11]([CH:16]=O)[N:12]([CH2:14][CH3:15])[CH:13]=1.[NH2:18][C:19]1[CH:20]=[C:21]([CH:26]=[CH:27][C:28]=1[NH2:29])[C:22]([O:24]C)=O.[NH2:30][CH2:31][CH2:32][CH2:33][C:34]([O:36]C)=[O:35]. No catalyst specified. The product is [Cl:1][C:2]1[CH:7]=[C:6]([Cl:8])[CH:5]=[CH:4][C:3]=1[C:9]1[N:10]=[C:11]([C:16]2[NH:18][C:19]3[CH:20]=[C:21]([C:22]([NH:30][CH2:31][CH2:32][CH2:33][C:34]([OH:36])=[O:35])=[O:24])[CH:26]=[CH:27][C:28]=3[N:29]=2)[N:12]([CH2:14][CH3:15])[CH:13]=1. The yield is 0.0450. (4) The reactants are [F:1][C:2]1[CH:22]=[CH:21][C:5]2[N:6]=[C:7]([C:11]3[CH:16]=[CH:15][CH:14]=[CH:13][C:12]=3[O:17]C(=O)C)O[C:9](=[O:10])[C:4]=2[CH:3]=1.[C:23]1([CH2:29][CH2:30][CH2:31][NH2:32])[CH:28]=[CH:27][CH:26]=[CH:25][CH:24]=1. No catalyst specified. The product is [F:1][C:2]1[CH:3]=[C:4]2[C:5](=[CH:21][CH:22]=1)[N:6]=[C:7]([C:11]1[CH:16]=[CH:15][CH:14]=[CH:13][C:12]=1[OH:17])[N:32]([CH2:31][CH2:30][CH2:29][C:23]1[CH:28]=[CH:27][CH:26]=[CH:25][CH:24]=1)[C:9]2=[O:10]. The yield is 0.700. (5) The reactants are C(=[C:8]1[C:17]2[N:16]=[CH:15][CH:14]=[CH:13][C:12]=2[CH2:11][CH2:10][CH2:9]1)C1C=CC=CC=1.[O:18]=[O+][O-].CSC. The catalyst is C(Cl)Cl. The product is [N:16]1[C:17]2[C:8](=[O:18])[CH2:9][CH2:10][CH2:11][C:12]=2[CH:13]=[CH:14][CH:15]=1. The yield is 0.790. (6) The reactants are [Cl:1][C:2]1[CH:9]=[CH:8][C:5](C#N)=[C:4]([CH3:10])[CH:3]=1.C[Mg]I.C([O:16][CH2:17][CH3:18])C. The catalyst is C1C=CC=CC=1. The product is [Cl:1][C:2]1[CH:9]=[CH:8][C:5]([C:17](=[O:16])[CH3:18])=[C:4]([CH3:10])[CH:3]=1. The yield is 0.670. (7) The reactants are [C:1]([C:4]1[CH:5]=[C:6]([N:11]2[C:15](=[O:16])[CH2:14][S:13][C:12]2=[S:17])[CH:7]=[CH:8][C:9]=1[Cl:10])([OH:3])=[O:2].S(=O)(=O)(O)O.[CH3:23]O. The catalyst is O. The product is [CH3:23][O:2][C:1]([C:4]1[CH:5]=[C:6]([N:11]2[C:15](=[O:16])[CH2:14][S:13][C:12]2=[S:17])[CH:7]=[CH:8][C:9]=1[Cl:10])=[O:3]. The yield is 0.359. (8) The reactants are O=[C:2]1[CH2:7][CH2:6][N:5]([C:8]([O:10][C:11]([CH3:14])([CH3:13])[CH3:12])=[O:9])[CH2:4][CH2:3]1.[CH:15]1([NH2:18])[CH2:17][CH2:16]1.[BH3-]C#N.[Na+].N. The catalyst is C(O)C.C(O)(=O)C. The product is [CH:15]1([NH:18][CH:2]2[CH2:7][CH2:6][N:5]([C:8]([O:10][C:11]([CH3:14])([CH3:13])[CH3:12])=[O:9])[CH2:4][CH2:3]2)[CH2:17][CH2:16]1. The yield is 0.790. (9) The reactants are [O:1]=[C:2]1[C:7]([CH2:8][C:9]2[CH:14]=[CH:13][C:12]([C:15]3[C:16]([C:21]#[N:22])=[CH:17][CH:18]=[CH:19][CH:20]=3)=[CH:11][CH:10]=2)=[C:6]([CH2:23][CH2:24][CH3:25])[N:5]2[N:26]=[CH:27][CH:28]=[C:4]2[N:3]1[C@H:29]1[CH2:34][CH2:33][C@H:32]([O:35][CH2:36][C:37](=[O:39])[CH3:38])[CH2:31][CH2:30]1.[CH2:40]([Si:42](Cl)([CH2:45][CH3:46])[CH2:43][CH3:44])[CH3:41].[CH3:48][Si](C)(C)[N-][Si](C)(C)C.[Li+].C(OCC)(=O)C. The catalyst is O1CCCC1. The product is [CH3:38][C:37]1([O:39][Si:42]([CH2:45][CH3:46])([CH2:43][CH3:44])[CH2:40][CH3:41])[CH2:48][CH:36]1[O:35][C@H:32]1[CH2:31][CH2:30][C@H:29]([N:3]2[C:2](=[O:1])[C:7]([CH2:8][C:9]3[CH:10]=[CH:11][C:12]([C:15]4[C:16]([C:21]#[N:22])=[CH:17][CH:18]=[CH:19][CH:20]=4)=[CH:13][CH:14]=3)=[C:6]([CH2:23][CH2:24][CH3:25])[N:5]3[N:26]=[CH:27][CH:28]=[C:4]23)[CH2:34][CH2:33]1. The yield is 0.310.